Dataset: Forward reaction prediction with 1.9M reactions from USPTO patents (1976-2016). Task: Predict the product of the given reaction. (1) Given the reactants [CH3:1][CH:2]([O:4][C:5]1[CH:6]=[C:7]([CH:11]=[C:12]([O:14][CH2:15][C:16]2[CH:21]=[CH:20][CH:19]=[CH:18][CH:17]=2)[CH:13]=1)[C:8]([OH:10])=O)[CH3:3].C(Cl)(=O)C(Cl)=O.[CH3:28][N:29]1[CH:33]=[CH:32][C:31]([NH2:34])=[N:30]1.C(N(CC)CC)C, predict the reaction product. The product is: [CH3:3][CH:2]([O:4][C:5]1[CH:6]=[C:7]([CH:11]=[C:12]([O:14][CH2:15][C:16]2[CH:21]=[CH:20][CH:19]=[CH:18][CH:17]=2)[CH:13]=1)[C:8]([NH:34][C:31]1[CH:32]=[CH:33][N:29]([CH3:28])[N:30]=1)=[O:10])[CH3:1]. (2) Given the reactants [CH3:1][O:2][C:3]1[CH:8]=[CH:7][C:6](B(O)O)=[C:5]([C:12]([F:15])([F:14])[F:13])[CH:4]=1.Br[C:17]1[CH:18]=[C:19]2[C:23]3=[C:24]([CH2:26][S:27][CH2:28][CH2:29][N:22]3[C@H:21]3[CH2:30][CH2:31][N:32](C(OC(C)(C)C)=O)[CH2:33][C@@H:20]23)[CH:25]=1, predict the reaction product. The product is: [CH3:1][O:2][C:3]1[CH:8]=[CH:7][C:6]([C:17]2[CH:18]=[C:19]3[C:23]4=[C:24]([CH2:26][S:27][CH2:28][CH2:29][N:22]4[C@H:21]4[CH2:30][CH2:31][NH:32][CH2:33][C@@H:20]34)[CH:25]=2)=[C:5]([C:12]([F:15])([F:14])[F:13])[CH:4]=1.